This data is from Peptide-MHC class I binding affinity with 185,985 pairs from IEDB/IMGT. The task is: Regression. Given a peptide amino acid sequence and an MHC pseudo amino acid sequence, predict their binding affinity value. This is MHC class I binding data. (1) The peptide sequence is RRWIQLGLQ. The MHC is Mamu-B08 with pseudo-sequence Mamu-B08. The binding affinity (normalized) is 0.633. (2) The peptide sequence is YLDADREFL. The MHC is HLA-B58:01 with pseudo-sequence HLA-B58:01. The binding affinity (normalized) is 0.0847. (3) The peptide sequence is YWDQVTFFY. The MHC is HLA-B18:01 with pseudo-sequence HLA-B18:01. The binding affinity (normalized) is 0.0847. (4) The peptide sequence is SPAIFQCSM. The MHC is HLA-A32:01 with pseudo-sequence HLA-A32:01. The binding affinity (normalized) is 0. (5) The peptide sequence is PQFPFKGV. The MHC is H-2-Kb with pseudo-sequence H-2-Kb. The binding affinity (normalized) is 0.149. (6) The peptide sequence is NGNFNFERV. The MHC is HLA-B14:02 with pseudo-sequence HLA-B14:02. The binding affinity (normalized) is 0.213.